From a dataset of Catalyst prediction with 721,799 reactions and 888 catalyst types from USPTO. Predict which catalyst facilitates the given reaction. (1) Reactant: [Cl:1][C:2]1[C:3]2[C@@:10]3([CH2:18][C:17]4[C:12](=[CH:13][CH:14]=[C:15]([C:19]([O:21][CH3:22])=[O:20])[CH:16]=4)[CH2:11]3)[C:9](=[O:23])[NH:8][C:4]=2[N:5]=[CH:6][N:7]=1.[CH2:24]([N:26]([CH2:29][CH3:30])[CH2:27][CH3:28])[CH3:25]. Product: [O:23]=[C:9]1[NH:8][C:4]2[N:5]=[CH:6][N:7]=[CH:2][C:3]=2[C@:10]21[CH2:18][C:17]1[C:12](=[CH:13][CH:14]=[C:15]([C:19]([O:21][CH3:22])=[O:20])[CH:16]=1)[CH2:11]2.[ClH:1].[CH2:24]([N:26]([CH2:29][CH3:30])[CH2:27][CH3:28])[CH3:25]. The catalyst class is: 99. (2) Reactant: [N:1]1[CH:6]=[CH:5][CH:4]=[C:3]([NH2:7])[CH:2]=1.N1C=CC=CC=1.Cl[C:15]([O:17][C:18]1[CH:23]=[CH:22][CH:21]=[CH:20][CH:19]=1)=[O:16]. Product: [C:18]1([O:17][C:15](=[O:16])[NH:7][C:3]2[CH:2]=[N:1][CH:6]=[CH:5][CH:4]=2)[CH:23]=[CH:22][CH:21]=[CH:20][CH:19]=1. The catalyst class is: 23.